This data is from Catalyst prediction with 721,799 reactions and 888 catalyst types from USPTO. The task is: Predict which catalyst facilitates the given reaction. Reactant: [O:1]=[C:2]1[CH2:6][CH2:5][CH2:4][N:3]1[CH2:7][CH2:8][O:9][C:10]1[CH:11]=[C:12]([CH:16]=[CH:17][N:18]=1)[C:13]([OH:15])=O.CN(C(ON1N=NC2C=CC=NC1=2)=[N+](C)C)C.F[P-](F)(F)(F)(F)F.C(N(C(C)C)C(C)C)C.[O:52]1[CH2:57][CH2:56][O:55][CH2:54][CH:53]1[C:58]1[C:66]2[S:65][C:64]([NH2:67])=[N:63][C:62]=2[C:61]([O:68][CH3:69])=[CH:60][CH:59]=1. Product: [O:52]1[CH2:57][CH2:56][O:55][CH2:54][CH:53]1[C:58]1[C:66]2[S:65][C:64]([NH:67][C:13](=[O:15])[C:12]3[CH:16]=[CH:17][N:18]=[C:10]([O:9][CH2:8][CH2:7][N:3]4[CH2:4][CH2:5][CH2:6][C:2]4=[O:1])[CH:11]=3)=[N:63][C:62]=2[C:61]([O:68][CH3:69])=[CH:60][CH:59]=1. The catalyst class is: 396.